This data is from Forward reaction prediction with 1.9M reactions from USPTO patents (1976-2016). The task is: Predict the product of the given reaction. The product is: [N:1]([C:4]1[CH:17]=[CH:16][C:7]([O:8][CH2:9][CH2:10][N:11]([CH3:12])[CH3:15])=[CH:6][CH:5]=1)=[C:2]=[S:3]. Given the reactants [N:1]([C:4]1[CH:17]=[CH:16][C:7]([O:8][CH2:9][CH2:10][N:11]2[CH2:15]CC[CH2:12]2)=[CH:6][CH:5]=1)=[C:2]=[S:3].CN(C)CCOC1C=CC(N)=CC=1, predict the reaction product.